The task is: Predict the reaction yield, written as a fraction of the theoretical maximum amount of product (1.0 means a 100% yield; for example, 0.34 means a 34% yield).. This data is from Reaction yield outcomes from USPTO patents with 853,638 reactions. (1) The reactants are Cl.Cl[C:3]1[S:4][C:5]2[C:6]([N:11]=1)=[N:7][CH:8]=[CH:9][CH:10]=2.[Br:12][CH2:13][CH2:14][O:15][C:16]1[CH:21]=[CH:20][C:19]([OH:22])=[CH:18][CH:17]=1.C([O-])([O-])=O.[Cs+].[Cs+].C(OCC)C. The catalyst is CC#N. The product is [Br:12][CH2:13][CH2:14][O:15][C:16]1[CH:21]=[CH:20][C:19]([O:22][C:3]2[S:4][C:5]3[C:6]([N:11]=2)=[N:7][CH:8]=[CH:9][CH:10]=3)=[CH:18][CH:17]=1. The yield is 0.870. (2) The reactants are [Cl:1][C:2]1[CH:7]=[CH:6][C:5]([C:8]2[N:13]=[C:12]([C:14]([OH:16])=O)[CH:11]=[N:10][C:9]=2[O:17][CH2:18][CH2:19][O:20][CH3:21])=[CH:4][CH:3]=1.ClC(N(C)C)=C(C)C.Cl.[NH2:31][C:32]1([CH2:35][OH:36])[CH2:34][CH2:33]1.C(N(C(C)C)C(C)C)C. The catalyst is ClCCl. The product is [OH:36][CH2:35][C:32]1([NH:31][C:14]([C:12]2[CH:11]=[N:10][C:9]([O:17][CH2:18][CH2:19][O:20][CH3:21])=[C:8]([C:5]3[CH:4]=[CH:3][C:2]([Cl:1])=[CH:7][CH:6]=3)[N:13]=2)=[O:16])[CH2:34][CH2:33]1. The yield is 0.550. (3) The reactants are Cl[C:2]1[C:7]([C:8]([O:10][CH2:11][CH3:12])=[O:9])=[CH:6][N:5]=[C:4]([Cl:13])[CH:3]=1.[NH2:14][C:15]1[CH:20]=[CH:19][CH:18]=[CH:17][CH:16]=1. The catalyst is CCO.Cl. The product is [Cl:13][C:4]1[CH:3]=[C:2]([NH:14][C:15]2[CH:20]=[CH:19][CH:18]=[CH:17][CH:16]=2)[C:7]([C:8]([O:10][CH2:11][CH3:12])=[O:9])=[CH:6][N:5]=1. The yield is 0.390. (4) The reactants are [F:1][C:2]1[CH:7]=[C:6]([N+:8]([O-:10])=[O:9])[C:5](F)=[CH:4][C:3]=1[C:12]1[O:16][CH:15]=[N:14][CH:13]=1.[C:17](=O)([O-])[O-:18].[K+].[K+]. The catalyst is CO. The product is [F:1][C:2]1[CH:7]=[C:6]([N+:8]([O-:10])=[O:9])[C:5]([O:18][CH3:17])=[CH:4][C:3]=1[C:12]1[O:16][CH:15]=[N:14][CH:13]=1. The yield is 0.600.